This data is from NCI-60 drug combinations with 297,098 pairs across 59 cell lines. The task is: Regression. Given two drug SMILES strings and cell line genomic features, predict the synergy score measuring deviation from expected non-interaction effect. (1) Drug 1: C1CCN(CC1)CCOC2=CC=C(C=C2)C(=O)C3=C(SC4=C3C=CC(=C4)O)C5=CC=C(C=C5)O. Drug 2: C1CN1P(=S)(N2CC2)N3CC3. Cell line: K-562. Synergy scores: CSS=21.8, Synergy_ZIP=8.40, Synergy_Bliss=15.5, Synergy_Loewe=14.6, Synergy_HSA=15.4. (2) Drug 1: C1CCC(CC1)NC(=O)N(CCCl)N=O. Drug 2: CC1C(C(=O)NC(C(=O)N2CCCC2C(=O)N(CC(=O)N(C(C(=O)O1)C(C)C)C)C)C(C)C)NC(=O)C3=C4C(=C(C=C3)C)OC5=C(C(=O)C(=C(C5=N4)C(=O)NC6C(OC(=O)C(N(C(=O)CN(C(=O)C7CCCN7C(=O)C(NC6=O)C(C)C)C)C)C(C)C)C)N)C. Cell line: SF-539. Synergy scores: CSS=42.0, Synergy_ZIP=7.32, Synergy_Bliss=11.4, Synergy_Loewe=11.8, Synergy_HSA=11.5.